Dataset: Reaction yield outcomes from USPTO patents with 853,638 reactions. Task: Predict the reaction yield, written as a fraction of the theoretical maximum amount of product (1.0 means a 100% yield; for example, 0.34 means a 34% yield). (1) The reactants are [Cl-].[NH4+].[C:3]([C:5]1[NH:9][CH:8]=[C:7]([C:10]([O:12][CH2:13][CH3:14])=[O:11])[C:6]=1[C:15]1[CH:20]=[CH:19][C:18]([N+:21]([O-])=O)=[C:17]([F:24])[CH:16]=1)#[N:4]. The catalyst is C(O)C.O.CO.[Fe]. The product is [NH2:21][C:18]1[CH:19]=[CH:20][C:15]([C:6]2[C:7]([C:10]([O:12][CH2:13][CH3:14])=[O:11])=[CH:8][NH:9][C:5]=2[C:3]#[N:4])=[CH:16][C:17]=1[F:24]. The yield is 0.940. (2) The reactants are C([N:4]1[C:12]2[C:7](=[CH:8][C:9]([C:13]([NH:15][CH2:16][CH2:17][CH2:18][C:19]([O:21]C)=O)=[O:14])=[CH:10][CH:11]=2)[C:6]([C:23]2[CH:28]=[CH:27][C:26]([F:29])=[CH:25][CH:24]=2)=[N:5]1)(=O)C.[NH3:30]. The catalyst is CO. The product is [C:19]([CH2:18][CH2:17][CH2:16][NH:15][C:13]([C:9]1[CH:8]=[C:7]2[C:12](=[CH:11][CH:10]=1)[NH:4][N:5]=[C:6]2[C:23]1[CH:24]=[CH:25][C:26]([F:29])=[CH:27][CH:28]=1)=[O:14])(=[O:21])[NH2:30]. The yield is 0.430. (3) The catalyst is CC#N. The product is [Br:24][CH2:25][CH2:26][CH2:27][CH2:28][CH2:29][CH2:30][N:9]([CH2:8][C:7]1[CH:20]=[CH:21][CH:22]=[CH:23][C:6]=1[O:5][C:1]([CH3:2])([CH3:3])[CH3:4])[CH2:10][CH2:11][NH:12][C:13](=[O:19])[O:14][C:15]([CH3:16])([CH3:17])[CH3:18]. The reactants are [C:1]([O:5][C:6]1[CH:23]=[CH:22][CH:21]=[CH:20][C:7]=1[CH2:8][NH:9][CH2:10][CH2:11][NH:12][C:13](=[O:19])[O:14][C:15]([CH3:18])([CH3:17])[CH3:16])([CH3:4])([CH3:3])[CH3:2].[Br:24][CH2:25][CH2:26][CH2:27][CH2:28][CH2:29][CH2:30]Br.C([O-])([O-])=O.[K+].[K+]. The yield is 0.640. (4) The reactants are C([NH:5][S:6]([C:9]1[CH:14]=[CH:13][CH:12]=[C:11]([C:15]2[CH:20]=[C:19]([C:21]3[N:26]=[C:25]([C:27]([F:30])([F:29])[F:28])[CH:24]=[C:23]([C:31]4[CH:36]=[CH:35][C:34]([C:37]([F:40])([F:39])[F:38])=[CH:33][CH:32]=4)[N:22]=3)[CH:18]=[CH:17][N:16]=2)[CH:10]=1)(=[O:8])=[O:7])(C)(C)C.C(O)(C(F)(F)F)=O. The catalyst is ClCCl. The product is [F:30][C:27]([F:28])([F:29])[C:25]1[CH:24]=[C:23]([C:31]2[CH:32]=[CH:33][C:34]([C:37]([F:40])([F:39])[F:38])=[CH:35][CH:36]=2)[N:22]=[C:21]([C:19]2[CH:18]=[CH:17][N:16]=[C:15]([C:11]3[CH:10]=[C:9]([S:6]([NH2:5])(=[O:8])=[O:7])[CH:14]=[CH:13][CH:12]=3)[CH:20]=2)[N:26]=1. The yield is 0.900. (5) The reactants are [CH3:1][NH:2][C:3]([N:5]1[C:13]2[C:8](=[CH:9][C:10]([O:14][C:15]3[CH:20]=[CH:19][N:18]=[C:17]([NH2:21])[N:16]=3)=[CH:11][CH:12]=2)[CH:7]=[CH:6]1)=[O:4].[I:22]N1C(=O)CCC1=O. The catalyst is CN(C)C=O. The product is [CH3:1][NH:2][C:3]([N:5]1[C:13]2[C:8](=[CH:9][C:10]([O:14][C:15]3[C:20]([I:22])=[CH:19][N:18]=[C:17]([NH2:21])[N:16]=3)=[CH:11][CH:12]=2)[CH:7]=[CH:6]1)=[O:4]. The yield is 0.510. (6) The reactants are [F:1][C:2]([F:17])([F:16])[C:3]([NH:5][C:6]1[C:15]2[C:10](=[CH:11][CH:12]=[CH:13][CH:14]=2)[CH:9]=[N:8][CH:7]=1)=[O:4].C([O-])(O)=O.[Na+]. The catalyst is CC(O)=O.O.O=[Pt]=O. The product is [F:17][C:2]([F:1])([F:16])[C:3]([NH:5][CH:6]1[C:15]2[C:10](=[CH:11][CH:12]=[CH:13][CH:14]=2)[CH2:9][NH:8][CH2:7]1)=[O:4]. The yield is 0.330. (7) The reactants are Cl.Cl.[CH3:3][C:4]1[N:8]([CH:9]2[CH2:15][C@H:14]3[N:16]([CH2:17][CH2:18][C:19]4([C:25]5[CH:26]=[C:27]([CH2:31][OH:32])[CH:28]=[CH:29][CH:30]=5)[CH2:24][CH2:23][NH:22][CH2:21][CH2:20]4)[C@H:11]([CH2:12][CH2:13]3)[CH2:10]2)[C:7]2[CH:33]=[CH:34][CH:35]=[CH:36][C:6]=2[N:5]=1.CC(C)C[C:40](Cl)=[O:41].CCN([CH:50]([CH3:52])[CH3:51])C(C)C.[CH2:53](Cl)Cl. No catalyst specified. The product is [CH3:51][C:50]([CH3:52])([CH3:53])[C:40]([N:22]1[CH2:23][CH2:24][C:19]([C:25]2[CH:26]=[C:27]([CH2:31][OH:32])[CH:28]=[CH:29][CH:30]=2)([CH2:18][CH2:17][N:16]2[C@H:11]3[CH2:12][CH2:13][C@@H:14]2[CH2:15][CH:9]([N:8]2[C:7]4[CH:33]=[CH:34][CH:35]=[CH:36][C:6]=4[N:5]=[C:4]2[CH3:3])[CH2:10]3)[CH2:20][CH2:21]1)=[O:41]. The yield is 0.710. (8) The reactants are Cl[CH2:2][C:3]1[C:11]([F:12])=[CH:10][C:6]2[O:7][CH2:8][O:9][C:5]=2[CH:4]=1.[C-:13]#[N:14].[Na+].O. The catalyst is CS(C)=O. The product is [F:12][C:11]1[C:3]([CH2:2][C:13]#[N:14])=[CH:4][C:5]2[O:9][CH2:8][O:7][C:6]=2[CH:10]=1. The yield is 0.700. (9) The reactants are [C:1]([C:5]1[N:6]([CH3:17])[C:7]2[C:12]([CH:13]=1)=[CH:11][C:10]([N+:14]([O-])=O)=[CH:9][CH:8]=2)([CH3:4])([CH3:3])[CH3:2]. The yield is 0.660. The product is [C:1]([C:5]1[N:6]([CH3:17])[C:7]2[C:12]([CH:13]=1)=[CH:11][C:10]([NH2:14])=[CH:9][CH:8]=2)([CH3:4])([CH3:2])[CH3:3]. The catalyst is CO.[Ni].